This data is from CYP2C9 inhibition data for predicting drug metabolism from PubChem BioAssay. The task is: Regression/Classification. Given a drug SMILES string, predict its absorption, distribution, metabolism, or excretion properties. Task type varies by dataset: regression for continuous measurements (e.g., permeability, clearance, half-life) or binary classification for categorical outcomes (e.g., BBB penetration, CYP inhibition). Dataset: cyp2c9_veith. (1) The molecule is C/C(O)=c1/ccc2cccc3nc(C)nc1c23. The result is 0 (non-inhibitor). (2) The compound is O=C(Nc1ncc2c(n1)-c1ccccc1CC2)c1ccc(F)cc1. The result is 0 (non-inhibitor). (3) The drug is COc1cccc(Nc2ncc3nc(CCc4ccccc4)c(=O)n(C[C@H]4CCCO4)c3n2)c1. The result is 1 (inhibitor). (4) The molecule is CC(C)N[C@@H](C)Cc1ccc(I)cc1. The result is 0 (non-inhibitor). (5) The compound is CN=c1nc(-c2ccccc2)n(-c2ccccc2)s1. The result is 1 (inhibitor). (6) The drug is COc1ccc(C(=O)CCN(C)C)c2ccccc12. The result is 1 (inhibitor).